Dataset: Forward reaction prediction with 1.9M reactions from USPTO patents (1976-2016). Task: Predict the product of the given reaction. (1) Given the reactants [NH2:1][C:2](=[O:51])[CH2:3][CH2:4][CH2:5][N:6]1[CH:10]=[CH:9][N:8]=[C:7]1[CH2:11][S:12][C:13]1[CH:18]=[CH:17][C:16]([NH:19][C:20]([C:22]2[CH2:23][CH2:24][N:25]([CH2:47][CH:48]([CH3:50])[CH3:49])[C:26]3[CH:32]=[CH:31][C:30]([C:33]4[CH:38]=[CH:37][C:36]([O:39][CH2:40][CH2:41][O:42][CH2:43][CH2:44][CH2:45][CH3:46])=[CH:35][CH:34]=4)=[CH:29][C:27]=3[CH:28]=2)=[O:21])=[CH:15][CH:14]=1.ClC1C=CC=C(C(OO)=[O:60])C=1.S([O-])([O-])(=O)=S.[Na+].[Na+], predict the reaction product. The product is: [NH2:1][C:2](=[O:51])[CH2:3][CH2:4][CH2:5][N:6]1[CH:10]=[CH:9][N:8]=[C:7]1[CH2:11][S:12]([C:13]1[CH:18]=[CH:17][C:16]([NH:19][C:20]([C:22]2[CH2:23][CH2:24][N:25]([CH2:47][CH:48]([CH3:50])[CH3:49])[C:26]3[CH:32]=[CH:31][C:30]([C:33]4[CH:38]=[CH:37][C:36]([O:39][CH2:40][CH2:41][O:42][CH2:43][CH2:44][CH2:45][CH3:46])=[CH:35][CH:34]=4)=[CH:29][C:27]=3[CH:28]=2)=[O:21])=[CH:15][CH:14]=1)=[O:60]. (2) Given the reactants [CH3:1][N:2]([CH3:33])[C:3]1[N:8]=[C:7]([C:9]2[N:13]3[CH:14]=[C:15]([F:18])[CH:16]=[CH:17][C:12]3=[N:11][CH:10]=2)[N:6]=[C:5]([NH:19][C@@H:20]2[CH2:25][CH2:24][CH2:23][N:22](C(OC(C)(C)C)=O)[CH2:21]2)[CH:4]=1.FC(F)(F)C(O)=O, predict the reaction product. The product is: [F:18][C:15]1[CH:16]=[CH:17][C:12]2[N:13]([C:9]([C:7]3[N:8]=[C:3]([N:2]([CH3:33])[CH3:1])[CH:4]=[C:5]([NH:19][C@@H:20]4[CH2:25][CH2:24][CH2:23][NH:22][CH2:21]4)[N:6]=3)=[CH:10][N:11]=2)[CH:14]=1. (3) Given the reactants [Cl:1][C:2]1[CH:7]=[CH:6][C:5](B(O)O)=[CH:4][C:3]=1[O:11][CH3:12].C(OC(=O)N[CH2:20][C:21]1[CH:26]=[CH:25][C:24]([NH2:27])=[CH:23][CH:22]=1)(C)(C)C.[OH2:29].[C:30]([OH:34])(=[O:33])[CH:31]=O.[CH3:35][OH:36], predict the reaction product. The product is: [C:21]([O:29][C:35]([CH2:20][C:21]1[CH:22]=[CH:23][C:24]([NH:27][CH:31]([C:5]2[CH:6]=[CH:7][C:2]([Cl:1])=[C:3]([O:11][CH3:12])[CH:4]=2)[C:30]([OH:34])=[O:33])=[CH:25][CH:26]=1)=[O:36])([CH3:26])([CH3:22])[CH3:20].